From a dataset of TCR-epitope binding with 47,182 pairs between 192 epitopes and 23,139 TCRs. Binary Classification. Given a T-cell receptor sequence (or CDR3 region) and an epitope sequence, predict whether binding occurs between them. (1) The epitope is IPSINVHHY. The TCR CDR3 sequence is CASSPLSGAAYEQYF. Result: 0 (the TCR does not bind to the epitope). (2) The epitope is YVLDHLIVV. The TCR CDR3 sequence is CASSQAGSSYEQYF. Result: 0 (the TCR does not bind to the epitope). (3) The epitope is VTIAEILLI. The TCR CDR3 sequence is CASSGTGNTGELFF. Result: 0 (the TCR does not bind to the epitope). (4) The epitope is AVFDRKSDAK. The TCR CDR3 sequence is CASSLWAQVAEDSNQPQHF. Result: 1 (the TCR binds to the epitope). (5) The epitope is LLQTGIHVRVSQPSL. The TCR CDR3 sequence is CASSPFKRASETQYF. Result: 1 (the TCR binds to the epitope). (6) The epitope is GTSGSPIINR. The TCR CDR3 sequence is CASSQDPGLAGYEQYF. Result: 1 (the TCR binds to the epitope).